Dataset: Full USPTO retrosynthesis dataset with 1.9M reactions from patents (1976-2016). Task: Predict the reactants needed to synthesize the given product. (1) Given the product [CH2:1]([O:3][C:4](=[O:17])[C@@H:5]([O:14][CH2:15][CH3:16])[CH2:6][C:7]1[CH:8]=[CH:9][C:10]([O:13][C:24]([C:23]([O:22][C:18]([CH3:21])([CH3:20])[CH3:19])=[O:28])([CH3:26])[CH3:25])=[CH:11][CH:12]=1)[CH3:2], predict the reactants needed to synthesize it. The reactants are: [CH2:1]([O:3][C:4](=[O:17])[C@@H:5]([O:14][CH2:15][CH3:16])[CH2:6][C:7]1[CH:12]=[CH:11][C:10]([OH:13])=[CH:9][CH:8]=1)[CH3:2].[C:18]([O:22][C:23](=[O:28])[C:24](Br)([CH3:26])[CH3:25])([CH3:21])([CH3:20])[CH3:19].C(OC(=O)[C@@H](OC)CC1C=CC(OCC(OC(C)(C)C)=O)=CC=1)C. (2) Given the product [Cl:1][C:2]1[C:11]2[C:6](=[C:7]([C:12]([NH:27][C:17]3[C:18]([Cl:26])=[C:19]([O:24][CH3:25])[CH:20]=[C:21]([O:22][CH3:23])[C:16]=3[Cl:15])=[O:13])[CH:8]=[CH:9][CH:10]=2)[N:5]=[CH:4][N:3]=1, predict the reactants needed to synthesize it. The reactants are: [Cl:1][C:2]1[C:11]2[C:6](=[C:7]([C:12](Cl)=[O:13])[CH:8]=[CH:9][CH:10]=2)[N:5]=[CH:4][N:3]=1.[Cl:15][C:16]1[C:21]([O:22][CH3:23])=[CH:20][C:19]([O:24][CH3:25])=[C:18]([Cl:26])[C:17]=1[NH2:27]. (3) Given the product [Br:1][C:2]1[CH:3]=[C:4]([CH:8]=[CH:9][C:10]=1[CH2:11][Br:31])[C:5]([OH:7])=[O:6], predict the reactants needed to synthesize it. The reactants are: [Br:1][C:2]1[CH:3]=[C:4]([CH:8]=[CH:9][C:10]=1[CH3:11])[C:5]([OH:7])=[O:6].CC(N=NC(C#N)(C)C)(C#N)C.C1C(=O)N([Br:31])C(=O)C1. (4) Given the product [CH3:2][O:3][C:4]1[CH:5]=[C:6]2[C:11](=[CH:12][C:13]=1[O:14][CH3:15])[CH2:10][N:9]([CH2:23][C:24]([O:26][CH3:27])=[O:25])[CH2:8][CH2:7]2, predict the reactants needed to synthesize it. The reactants are: Cl.[CH3:2][O:3][C:4]1[CH:5]=[C:6]2[C:11](=[CH:12][C:13]=1[O:14][CH3:15])[CH2:10][NH:9][CH2:8][CH2:7]2.C(=O)([O-])[O-].[K+].[K+].Br[CH2:23][C:24]([O:26][CH3:27])=[O:25]. (5) Given the product [OH:4][C:5]1[CH:6]=[CH:7][CH:8]=[C:9]2[C:14]=1[O:13][C:12]([N:15]1[CH2:16][CH2:17][O:18][CH2:19][CH2:20]1)=[CH:11][C:10]2=[O:21], predict the reactants needed to synthesize it. The reactants are: C([O:4][C:5]1[CH:6]=[CH:7][CH:8]=[C:9]2[C:14]=1[O:13][C:12]([N:15]1[CH2:20][CH2:19][O:18][CH2:17][CH2:16]1)=[CH:11][C:10]2=[O:21])C=C.C1N2CCN(CC2)C1. (6) Given the product [OH:32][CH2:31][C:6]1[N:5]=[CH:4][N:8]([C:15]([C:22]2[CH:27]=[CH:26][CH:25]=[CH:24][CH:23]=2)([C:16]2[CH:21]=[CH:20][CH:19]=[CH:18][CH:17]=2)[C:9]2[CH:14]=[CH:13][CH:12]=[CH:11][CH:10]=2)[CH:7]=1, predict the reactants needed to synthesize it. The reactants are: Cl.OC[C:4]1[NH:5][CH:6]=[CH:7][N:8]=1.[C:9]1([C:15](Cl)([C:22]2[CH:27]=[CH:26][CH:25]=[CH:24][CH:23]=2)[C:16]2[CH:21]=[CH:20][CH:19]=[CH:18][CH:17]=2)[CH:14]=[CH:13][CH:12]=[CH:11][CH:10]=1.CN(C)[CH:31]=[O:32]. (7) Given the product [CH:3]([C:27]1[C:26](=[O:28])[O:25][CH:21]2[CH2:22][CH2:23][CH2:24][N:19]([CH2:18][C:15]3[CH:16]=[N:17][C:12]([Cl:11])=[CH:13][CH:14]=3)[C:20]=12)=[O:4], predict the reactants needed to synthesize it. The reactants are: CN(C)[CH:3]=[O:4].P(Cl)(Cl)(Cl)=O.[Cl:11][C:12]1[N:17]=[CH:16][C:15]([CH2:18][N:19]2[CH2:24][CH2:23][CH2:22][CH:21]3[O:25][C:26](=[O:28])[CH:27]=[C:20]23)=[CH:14][CH:13]=1.C(=O)([O-])[O-].[Na+].[Na+].